This data is from Full USPTO retrosynthesis dataset with 1.9M reactions from patents (1976-2016). The task is: Predict the reactants needed to synthesize the given product. (1) Given the product [F:23][C:4]([F:3])([F:22])[CH:5]1[CH2:10][CH2:9][C:8]([C:11]2[N:16]=[CH:15][N:14]=[C:13]([CH2:17][OH:18])[CH:12]=2)=[CH:7][CH2:6]1, predict the reactants needed to synthesize it. The reactants are: [BH4-].[Na+].[F:3][C:4]([F:23])([F:22])[CH:5]1[CH2:10][CH2:9][C:8]([C:11]2[N:16]=[CH:15][N:14]=[C:13]([C:17](OCC)=[O:18])[CH:12]=2)=[CH:7][CH2:6]1. (2) Given the product [CH3:52][O:51][C:49](=[O:50])[CH2:48][C:45]1[CH:46]=[CH:47][C:42]([CH2:41][CH:37]2[CH2:36][N:35]([CH3:34])[CH2:40][CH2:39][N:38]2[CH2:6][CH2:7][CH2:8][N:9]2[C:17]([O:18][CH3:19])=[N:16][C:15]3[C:10]2=[N:11][C:12]([O:21][CH2:22][CH2:23][CH2:24][CH3:25])=[N:13][C:14]=3[NH2:20])=[CH:43][CH:44]=1, predict the reactants needed to synthesize it. The reactants are: CS(O[CH2:6][CH2:7][CH2:8][N:9]1[C:17]([O:18][CH3:19])=[N:16][C:15]2[C:10]1=[N:11][C:12]([O:21][CH2:22][CH2:23][CH2:24][CH3:25])=[N:13][C:14]=2[NH2:20])(=O)=O.[I-].[K+].C(=O)([O-])[O-].[K+].[K+].[CH3:34][N:35]1[CH2:40][CH2:39][NH:38][CH:37]([CH2:41][C:42]2[CH:47]=[CH:46][C:45]([CH2:48][C:49]([O:51][CH3:52])=[O:50])=[CH:44][CH:43]=2)[CH2:36]1. (3) Given the product [CH3:51][C@H:46]1[CH2:47][C:48]([CH3:50])=[CH:49][C@@H:23]([CH2:20][CH:21]=[CH2:22])[C:24](=[O:87])[CH2:25][C@H:26]([OH:86])[C@@H:27]([CH3:85])[C@@H:28](/[C:62](/[CH3:84])=[CH:63]/[C@H:64]2[CH2:65][C@@H:66]([O:82][CH3:83])[C@H:67]([OH:70])[CH2:68][CH2:69]2)[O:29][C:30](=[O:61])[C@H:31]2[N:36]([CH2:35][CH2:34][CH2:33][CH2:32]2)[C:37](=[O:60])[C:38](=[O:59])[C@:39]2([OH:58])[O:54][C@@H:43]([C@@H:42]([O:55][CH3:56])[CH2:41][C@H:40]2[CH3:57])[C@@H:44]([O:52][CH3:53])[CH2:45]1, predict the reactants needed to synthesize it. The reactants are: C(O)COCCOCCOCCOCCOCCO.[CH2:20]([CH:23]1[CH:49]=[C:48]([CH3:50])[CH2:47][CH:46]([CH3:51])[CH2:45][CH:44]([O:52][CH3:53])[CH:43]2[O:54][C:39]([OH:58])([CH:40]([CH3:57])[CH2:41][CH:42]2[O:55][CH3:56])[C:38](=[O:59])[C:37](=[O:60])[N:36]2[CH:31]([CH2:32][CH2:33][CH2:34][CH2:35]2)[C:30](=[O:61])[O:29][CH:28]([C:62]([CH3:84])=[CH:63][CH:64]2[CH2:69][CH2:68][CH:67]([O:70]C(=O)CCCCCCC(O)=O)[CH:66]([O:82][CH3:83])[CH2:65]2)[CH:27]([CH3:85])[CH:26]([OH:86])[CH2:25][C:24]1=[O:87])[CH:21]=[CH2:22].CCN=C=NCCCN(C)C.Cl.C1C=CC2N(O)N=NC=2C=1.C(O)(=O)C. (4) Given the product [C:28]([O:32][C:33](=[O:42])[NH:34][CH:35]1[CH2:36][CH2:37][CH:38]([NH:41][C:10]([C:9]2[C:8]([O:7][C:6]3[CH:5]=[CH:4][C:3]([C:1]#[N:2])=[CH:27][CH:26]=3)=[N:16][C:15]([O:17][C:18]3[CH:19]=[CH:20][C:21]([C:24]#[N:25])=[CH:22][CH:23]=3)=[CH:14][CH:13]=2)=[O:11])[CH2:39][CH2:40]1)([CH3:31])([CH3:29])[CH3:30], predict the reactants needed to synthesize it. The reactants are: [C:1]([C:3]1[CH:27]=[CH:26][C:6]([O:7][C:8]2[N:16]=[C:15]([O:17][C:18]3[CH:23]=[CH:22][C:21]([C:24]#[N:25])=[CH:20][CH:19]=3)[CH:14]=[CH:13][C:9]=2[C:10](O)=[O:11])=[CH:5][CH:4]=1)#[N:2].[C:28]([O:32][C:33](=[O:42])[NH:34][CH:35]1[CH2:40][CH2:39][CH:38]([NH2:41])[CH2:37][CH2:36]1)([CH3:31])([CH3:30])[CH3:29]. (5) Given the product [CH:1]1([CH2:4][O:5][C:6]2[C:11]([F:12])=[CH:10][C:9]([C:13]3[O:14][C:15]4[CH:20]=[C:19]([O:21][CH2:22][C@@H:23]([NH:25][C:26]([N:35]5[CH2:38][CH2:37][CH2:36]5)=[O:27])[CH3:24])[N:18]=[CH:17][C:16]=4[N:33]=3)=[CH:8][C:7]=2[F:34])[CH2:3][CH2:2]1, predict the reactants needed to synthesize it. The reactants are: [CH:1]1([CH2:4][O:5][C:6]2[C:11]([F:12])=[CH:10][C:9]([C:13]3[O:14][C:15]4[CH:20]=[C:19]([O:21][CH2:22][C@@H:23]([NH:25][C:26](=O)[O:27]C(C)(C)C)[CH3:24])[N:18]=[CH:17][C:16]=4[N:33]=3)=[CH:8][C:7]=2[F:34])[CH2:3][CH2:2]1.[NH:35]1[CH2:38][CH2:37][CH2:36]1. (6) The reactants are: [C:1]([O:5][C:6]([NH:8][CH2:9][CH2:10][N:11]([C:43]([O:45][C:46]([CH3:49])([CH3:48])[CH3:47])=[O:44])[CH2:12][CH:13]([CH2:33][CH2:34][O:35]CC1C=CC=CC=1)[CH2:14][N:15]([C:26]([O:28][C:29]([CH3:32])([CH3:31])[CH3:30])=[O:27])[CH2:16][CH2:17][NH:18][C:19]([O:21][C:22]([CH3:25])([CH3:24])[CH3:23])=[O:20])=[O:7])([CH3:4])([CH3:3])[CH3:2]. Given the product [C:22]([O:21][C:19]([NH:18][CH2:17][CH2:16][N:15]([C:26]([O:28][C:29]([CH3:32])([CH3:31])[CH3:30])=[O:27])[CH2:14][CH:13]([CH2:33][CH2:34][OH:35])[CH2:12][N:11]([C:43]([O:45][C:46]([CH3:48])([CH3:47])[CH3:49])=[O:44])[CH2:10][CH2:9][NH:8][C:6]([O:5][C:1]([CH3:4])([CH3:3])[CH3:2])=[O:7])=[O:20])([CH3:23])([CH3:24])[CH3:25], predict the reactants needed to synthesize it. (7) Given the product [N:1]1([CH2:8][C:9](=[O:15])[CH2:10][C:11]([O:13][CH3:14])=[O:12])[CH2:6][CH2:5][O:4][CH2:3][CH2:2]1, predict the reactants needed to synthesize it. The reactants are: [NH:1]1[CH2:6][CH2:5][O:4][CH2:3][CH2:2]1.Cl[CH2:8][C:9](=[O:15])[CH2:10][C:11]([O:13][CH3:14])=[O:12].O.Cl. (8) Given the product [Cl:22][C:23]1[CH:28]=[CH:27][C:26]([NH:29][C:30]2[O:16][C:15]([C:14]3[CH:19]=[CH:20][CH:21]=[C:12]([C:10]4[CH:9]=[CH:8][CH:7]=[C:6]([N:1]5[CH2:5][CH2:4][CH2:3][CH2:2]5)[N:11]=4)[CH:13]=3)=[N:17][N:18]=2)=[CH:25][CH:24]=1, predict the reactants needed to synthesize it. The reactants are: [N:1]1([C:6]2[N:11]=[C:10]([C:12]3[CH:13]=[C:14]([CH:19]=[CH:20][CH:21]=3)[C:15]([NH:17][NH2:18])=[O:16])[CH:9]=[CH:8][CH:7]=2)[CH2:5][CH2:4][CH2:3][CH2:2]1.[Cl:22][C:23]1[CH:28]=[CH:27][C:26]([N:29]=[C:30]=S)=[CH:25][CH:24]=1.